This data is from Forward reaction prediction with 1.9M reactions from USPTO patents (1976-2016). The task is: Predict the product of the given reaction. (1) Given the reactants [Cl:1][C:2]1[CH:7]=[CH:6][C:5]([OH:8])=[CH:4][CH:3]=1.[Br:9][C:10]1[C:11](F)=[CH:12][C:13]([F:20])=[C:14]([CH:19]=1)[C:15]([O:17][CH3:18])=[O:16].C(=O)([O-])[O-].[K+].[K+], predict the reaction product. The product is: [Br:9][C:10]1[C:11]([O:8][C:5]2[CH:6]=[CH:7][C:2]([Cl:1])=[CH:3][CH:4]=2)=[CH:12][C:13]([F:20])=[C:14]([CH:19]=1)[C:15]([O:17][CH3:18])=[O:16]. (2) Given the reactants [CH2:1]([NH2:4])[CH2:2][NH2:3].C(=O)([O-])[O-].[K+].[K+].[CH:11]([C:13]1[CH:20]=[CH:19][C:16]([CH2:17]Cl)=[CH:15][CH:14]=1)=[CH2:12], predict the reaction product. The product is: [CH:11]([C:13]1[CH:20]=[CH:19][C:16]([CH2:17][NH:3][CH2:2][CH2:1][NH:4][CH2:17][C:16]2[CH:19]=[CH:20][C:13]([CH:11]=[CH2:12])=[CH:14][CH:15]=2)=[CH:15][CH:14]=1)=[CH2:12]. (3) The product is: [BrH:16].[Cl:1][C:2]1[CH:7]=[C:6]([C:8]2[CH:9]=[CH:10][C:11]([OH:14])=[CH:12][CH:13]=2)[CH:5]=[CH:4][N:3]=1. Given the reactants [Cl:1][C:2]1[CH:7]=[C:6]([C:8]2[CH:13]=[CH:12][C:11]([O:14]C)=[CH:10][CH:9]=2)[CH:5]=[CH:4][N:3]=1.[BrH:16], predict the reaction product. (4) Given the reactants [NH2:1][C:2]1[CH:23]=[CH:22][C:5]([O:6][C:7]2[CH:8]=[CH:9][C:10]3[N:11]([CH:13]=[C:14]([NH:16][C:17]([CH:19]4[CH2:21][CH2:20]4)=[O:18])[N:15]=3)[CH:12]=2)=[C:4]([F:24])[CH:3]=1.[F:25][C:26]1[CH:31]=[CH:30][C:29]([NH:32][C:33]([C:35]2([C:38](O)=[O:39])[CH2:37][CH2:36]2)=[O:34])=[CH:28][CH:27]=1.CN(C(ON1N=NC2C=CC=NC1=2)=[N+](C)C)C.F[P-](F)(F)(F)(F)F.C(N(CC)C(C)C)(C)C.C(=O)([O-])O.[Na+], predict the reaction product. The product is: [CH:19]1([C:17]([NH:16][C:14]2[N:15]=[C:10]3[CH:9]=[CH:8][C:7]([O:6][C:5]4[CH:22]=[CH:23][C:2]([NH:1][C:38]([C:35]5([C:33]([NH:32][C:29]6[CH:30]=[CH:31][C:26]([F:25])=[CH:27][CH:28]=6)=[O:34])[CH2:37][CH2:36]5)=[O:39])=[CH:3][C:4]=4[F:24])=[CH:12][N:11]3[CH:13]=2)=[O:18])[CH2:21][CH2:20]1. (5) Given the reactants C(=O)([O-])[O-].[K+].[K+].[NH:7]1[CH2:11][CH2:10][CH2:9][CH2:8]1.[Br:12][C:13]1[CH:18]=[CH:17][C:16]([NH:19][C:20](=[O:23])[CH2:21]Cl)=[CH:15][CH:14]=1, predict the reaction product. The product is: [Br:12][C:13]1[CH:14]=[CH:15][C:16]([NH:19][C:20](=[O:23])[CH2:21][N:7]2[CH2:11][CH2:10][CH2:9][CH2:8]2)=[CH:17][CH:18]=1. (6) The product is: [CH3:1][C:2]1[CH:6]=[CH:5][O:4][C:3]=1[C:7]([NH:9][C:10]1[CH:11]=[C:12]([CH:26]=[CH:27][CH:28]=1)[O:13][C:14]1[CH:19]=[CH:18][N:17]=[C:16]2[CH:20]=[C:21]([C:23]([NH:73][CH2:74][CH2:75][CH2:76][NH:77][CH2:78][C:79]([O:81][CH3:82])=[O:80])=[O:25])[S:22][C:15]=12)=[O:8]. Given the reactants [CH3:1][C:2]1[CH:6]=[CH:5][O:4][C:3]=1[C:7]([NH:9][C:10]1[CH:11]=[C:12]([CH:26]=[CH:27][CH:28]=1)[O:13][C:14]1[CH:19]=[CH:18][N:17]=[C:16]2[CH:20]=[C:21]([C:23]([OH:25])=O)[S:22][C:15]=12)=[O:8].C1CN([P+](ON2N=NC3C=CC=CC2=3)(N2CCCC2)N2CCCC2)CC1.F[P-](F)(F)(F)(F)F.C(N(CC)C(C)C)(C)C.Cl.Cl.[NH2:73][CH2:74][CH2:75][CH2:76][NH:77][CH2:78][C:79]([O:81][CH3:82])=[O:80], predict the reaction product. (7) Given the reactants [CH:1]1([C:4]([NH:6][C:7]2[CH:8]=[CH:9][C:10]([O:22][CH3:23])=[C:11]([C:13]3[CH:18]=[CH:17][C:16]([C:19](O)=[O:20])=[CH:15][CH:14]=3)[CH:12]=2)=[O:5])[CH2:3][CH2:2]1.[O:24]=[S:25]1(=[O:39])[CH2:30][CH2:29][N:28]([CH2:31][C:32]2[CH:37]=[CH:36][C:35]([NH2:38])=[CH:34][CH:33]=2)[CH2:27][CH2:26]1.CN1CCOCC1.ON1C2C=CC=CC=2N=N1.Cl.CN(CCCN=C=N)C, predict the reaction product. The product is: [O:39]=[S:25]1(=[O:24])[CH2:26][CH2:27][N:28]([CH2:31][C:32]2[CH:37]=[CH:36][C:35]([NH:38][C:19]([C:16]3[CH:15]=[CH:14][C:13]([C:11]4[CH:12]=[C:7]([NH:6][C:4]([CH:1]5[CH2:2][CH2:3]5)=[O:5])[CH:8]=[CH:9][C:10]=4[O:22][CH3:23])=[CH:18][CH:17]=3)=[O:20])=[CH:34][CH:33]=2)[CH2:29][CH2:30]1.